Dataset: Reaction yield outcomes from USPTO patents with 853,638 reactions. Task: Predict the reaction yield, written as a fraction of the theoretical maximum amount of product (1.0 means a 100% yield; for example, 0.34 means a 34% yield). The reactants are COC1C=CC(C(C2C=CC(OC)=CC=2)OC(C2C=CC=CC=2)[CH:12]2[CH:16](O)[CH2:15][N:14](C(=O)CCCCC[N:24]3[C:32](=[O:33])[C:31]4[C:26](=[CH:27][CH:28]=[CH:29][CH:30]=4)[C:25]3=[O:34])[CH2:13]2)=CC=1.C1(C)C=CC=CC=1.C(CC[O:61][P:62]([N:70](C(C)C)C(C)C)N(C(C)C)C(C)C)#N.C(OCC)(=[O:79])C. The catalyst is CCCCCC. The product is [NH:14]1[CH2:15][CH2:16][CH2:12][CH2:13]1.[P:62]([NH2:70])([O-:61])[O:79][N:24]1[C:32](=[O:33])[C:31]2=[CH:30][CH:29]=[CH:28][CH:27]=[C:26]2[C:25]1=[O:34]. The yield is 0.850.